This data is from Catalyst prediction with 721,799 reactions and 888 catalyst types from USPTO. The task is: Predict which catalyst facilitates the given reaction. (1) Reactant: [CH3:1][O:2][C:3](=[O:29])[C:4]1[CH:9]=[CH:8][C:7]([NH2:10])=[C:6]([N:11]([C:13](=O)[C:14]2[CH:19]=[CH:18][CH:17]=[C:16]([CH2:20][N:21]([CH2:25][CH2:26][CH3:27])[CH2:22][CH2:23][CH3:24])[CH:15]=2)[CH3:12])[CH:5]=1.Cl.O1CCOCC1. Product: [CH3:1][O:2][C:3]([C:4]1[CH:9]=[CH:8][C:7]2[N:10]=[C:13]([C:14]3[CH:19]=[CH:18][CH:17]=[C:16]([CH2:20][N:21]([CH2:25][CH2:26][CH3:27])[CH2:22][CH2:23][CH3:24])[CH:15]=3)[N:11]([CH3:12])[C:6]=2[CH:5]=1)=[O:29]. The catalyst class is: 5. (2) Reactant: [S:1]1[CH:5]=[CH:4][CH:3]=[C:2]1[CH2:6][NH:7][C:8]1[S:9][CH2:10][C:11](=[O:13])[N:12]=1.C(O[Na])(C)=O.[CH:19]([O:22][C:23]1[CH:24]=[CH:25][N:26]=[C:27]2[C:32]=1[N:31]=[C:30]([CH:33]=O)[CH:29]=[CH:28]2)([CH3:21])[CH3:20]. Product: [CH:19]([O:22][C:23]1[CH:24]=[CH:25][N:26]=[C:27]2[C:32]=1[N:31]=[C:30]([CH:33]=[C:10]1[S:9][C:8]([NH:7][CH2:6][C:2]3[S:1][CH:5]=[CH:4][CH:3]=3)=[N:12][C:11]1=[O:13])[CH:29]=[CH:28]2)([CH3:21])[CH3:20]. The catalyst class is: 52. (3) Reactant: [CH3:1][C:2]1[CH:7]=[CH:6][CH:5]=[C:4]([CH3:8])[C:3]=1[B:9]([OH:11])[OH:10].C1C(=O)N([Br:19])C(=O)C1.CC(N=NC(C#N)(C)C)(C#N)C. Product: [Br:19][CH2:1][C:2]1[CH:7]=[CH:6][CH:5]=[C:4]([CH3:8])[C:3]=1[B:9]([OH:10])[OH:11]. The catalyst class is: 53. (4) Reactant: [CH3:1][C:2]1[N:7]=[C:6]([NH2:8])[CH:5]=[CH:4][N:3]=1.C[Al](C)C.[F:13][C:14]1[CH:15]=[C:16]([N:21]2[C:25]([CH3:26])=[C:24]([C:27](OCC)=[O:28])[N:23]=[N:22]2)[CH:17]=[C:18]([F:20])[CH:19]=1. Product: [F:20][C:18]1[CH:17]=[C:16]([N:21]2[C:25]([CH3:26])=[C:24]([C:27]([NH:8][C:6]3[CH:5]=[CH:4][N:3]=[C:2]([CH3:1])[N:7]=3)=[O:28])[N:23]=[N:22]2)[CH:15]=[C:14]([F:13])[CH:19]=1. The catalyst class is: 12. (5) Reactant: [CH2:1]([O:8][CH2:9][CH2:10][CH2:11][C:12]([OH:14])=O)[C:2]1[CH:7]=[CH:6][CH:5]=[CH:4][CH:3]=1.CCN(CC)CC.CN(C(O[N:30]1N=[N:37][C:32]2[CH:33]=CC=C[C:31]1=2)=[N+](C)C)C.[B-](F)(F)(F)F.C([O-])(=[O:46])C.[NH4+]. Product: [CH2:1]([O:8][CH2:9][CH2:10][CH2:11][C:12]([NH:37][C@@H:32]1[CH2:33][NH:30][C:31]1=[O:46])=[O:14])[C:2]1[CH:3]=[CH:4][CH:5]=[CH:6][CH:7]=1. The catalyst class is: 2. (6) Reactant: [CH3:1][C:2]1[CH:7]=[CH:6][C:5]([CH3:8])=[CH:4][C:3]=1[OH:9].Cl[C:11]1[CH:18]=[CH:17][C:14]([C:15]#[N:16])=[CH:13][C:12]=1[N+:19]([O-:21])=[O:20].C([O-])([O-])=O.[K+].[K+]. Product: [CH3:1][C:2]1[CH:7]=[CH:6][C:5]([CH3:8])=[CH:4][C:3]=1[O:9][C:11]1[CH:18]=[CH:17][C:14]([C:15]#[N:16])=[CH:13][C:12]=1[N+:19]([O-:21])=[O:20]. The catalyst class is: 1. (7) Reactant: [Cl:1][C:2]1[CH:3]=[C:4]([CH:8]([OH:20])[C:9]2[CH:10]=[C:11]([CH:17]=[CH:18][CH:19]=2)[C:12]([O:14][CH2:15][CH3:16])=[O:13])[CH:5]=[CH:6][CH:7]=1.O[CH2:22][CH2:23][NH:24][C:25](=[O:28])[O:26][CH3:27].O.C1(C)C=CC(S(O)(=O)=O)=CC=1.C([O-])(O)=O.[Na+]. Product: [Cl:1][C:2]1[CH:3]=[C:4]([CH:8]([O:20][CH2:22][CH2:23][NH:24][C:25]([O:26][CH3:27])=[O:28])[C:9]2[CH:10]=[C:11]([CH:17]=[CH:18][CH:19]=2)[C:12]([O:14][CH2:15][CH3:16])=[O:13])[CH:5]=[CH:6][CH:7]=1. The catalyst class is: 260. (8) Reactant: [Cl:1][C:2]1[CH:3]=[C:4]2[N:24](CO)[C:23]([O:27][C@H:28]3[C@H:32]4[O:33][CH2:34][C@@H:35]([OH:36])[C@H:31]4[O:30][CH2:29]3)=[CH:22][C:5]2=[N:6][C:7]=1[C:8]1[CH:13]=[CH:12][C:11]([C:14]2([CH2:17][S:18]([CH3:21])(=[O:20])=[O:19])[CH2:16][CH2:15]2)=[CH:10][CH:9]=1.C(N)CN. Product: [Cl:1][C:2]1[CH:3]=[C:4]2[NH:24][C:23]([O:27][C@H:28]3[C@H:32]4[O:33][CH2:34][C@@H:35]([OH:36])[C@H:31]4[O:30][CH2:29]3)=[CH:22][C:5]2=[N:6][C:7]=1[C:8]1[CH:13]=[CH:12][C:11]([C:14]2([CH2:17][S:18]([CH3:21])(=[O:20])=[O:19])[CH2:16][CH2:15]2)=[CH:10][CH:9]=1. The catalyst class is: 9.